This data is from Forward reaction prediction with 1.9M reactions from USPTO patents (1976-2016). The task is: Predict the product of the given reaction. Given the reactants [F:1][C:2]1[CH:7]=[CH:6][C:5]([C:8]2[N:9]=[C:10]3[C:15](C(O)=O)=[N:14][CH:13]=[CH:12][N:11]3[CH:19]=2)=[CH:4][CH:3]=1.Cl.C([O-])([O-])=O.[Na+].[Na+].CCOCC, predict the reaction product. The product is: [F:1][C:2]1[CH:3]=[CH:4][C:5]([C:8]2[N:9]=[C:10]3[CH:15]=[N:14][CH:13]=[CH:12][N:11]3[CH:19]=2)=[CH:6][CH:7]=1.